Dataset: Peptide-MHC class II binding affinity with 134,281 pairs from IEDB. Task: Regression. Given a peptide amino acid sequence and an MHC pseudo amino acid sequence, predict their binding affinity value. This is MHC class II binding data. The MHC is HLA-DQA10102-DQB10602 with pseudo-sequence HLA-DQA10102-DQB10602. The binding affinity (normalized) is 0.355. The peptide sequence is SAIQGNVTSIHSLLD.